From a dataset of Reaction yield outcomes from USPTO patents with 853,638 reactions. Predict the reaction yield, written as a fraction of the theoretical maximum amount of product (1.0 means a 100% yield; for example, 0.34 means a 34% yield). (1) The reactants are Cl[CH2:2][CH2:3][CH2:4][O:5][C:6]1[CH:11]=[CH:10][C:9]([C:12]2[O:13][CH2:14][C:15]([CH3:18])([CH3:17])[N:16]=2)=[CH:8][CH:7]=1.[I-].[Na+].[Na].[CH3:22][CH:23]1[CH2:27][CH2:26][CH:25]([CH3:28])[NH:24]1. The catalyst is C(#N)C.C(OCC)(=O)C.O. The product is [CH3:22][CH:23]1[CH2:27][CH2:26][CH:25]([CH3:28])[N:24]1[CH2:2][CH2:3][CH2:4][O:5][C:6]1[CH:11]=[CH:10][C:9]([C:12]2[O:13][CH2:14][C:15]([CH3:18])([CH3:17])[N:16]=2)=[CH:8][CH:7]=1. The yield is 0.410. (2) The reactants are [Br:1][C:2]1[C:3](=[O:9])[NH:4][N:5]=[C:6]([Cl:8])[CH:7]=1.[H-].[Na+].I[CH3:13]. The catalyst is CN(C=O)C. The product is [Br:1][C:2]1[C:3](=[O:9])[N:4]([CH3:13])[N:5]=[C:6]([Cl:8])[CH:7]=1. The yield is 0.680. (3) The reactants are [CH:1]([C:4]1[C:9](=[O:10])[NH:8][C:7](=[O:11])[NH:6][C:5]=1[C:12]([C:14]1[CH:15]=[C:16]([CH:19]=[C:20]([CH3:22])[CH:21]=1)[C:17]#[N:18])=[O:13])([CH3:3])[CH3:2].C(=O)([O-])[O-].[K+].[K+].[I-].[Li+].[CH2:31](Cl)[CH:32]=[CH:33][CH3:34]. The catalyst is CN(C=O)C. The product is [CH2:31]([N:6]1[C:5]([C:12]([C:14]2[CH:15]=[C:16]([CH:19]=[C:20]([CH3:22])[CH:21]=2)[C:17]#[N:18])=[O:13])=[C:4]([CH:1]([CH3:3])[CH3:2])[C:9](=[O:10])[NH:8][C:7]1=[O:11])[CH:32]=[CH:33][CH3:34]. The yield is 0.850. (4) The reactants are [C:1]([C:3]1[C:8](=[O:9])[N:7]([C:10]2[CH:15]=[CH:14][C:13]([C@H:16]3[CH2:21][CH2:20][C@H:19]([CH2:22][C:23]([O:25][CH3:26])=[O:24])[CH2:18][CH2:17]3)=[CH:12][CH:11]=2)[CH2:6][CH2:5][C:4]=1OC)#[N:2].[N:29]#[C:30][NH2:31].C[O-].[Na+].Cl. The catalyst is O.CO. The product is [C:1]([C:3]1[C:8](=[O:9])[N:7]([C:10]2[CH:15]=[CH:14][C:13]([C@H:16]3[CH2:21][CH2:20][C@H:19]([CH2:22][C:23]([O:25][CH3:26])=[O:24])[CH2:18][CH2:17]3)=[CH:12][CH:11]=2)[CH2:6][CH2:5][C:4]=1[NH:31][C:30]#[N:29])#[N:2]. The yield is 0.987. (5) The reactants are [N:1]1([CH2:7][C:8]2[CH:13]=[CH:12][C:11]([C:14]#[C:15][C:16]3[CH:24]=[CH:23][C:19]([C:20](O)=[O:21])=[CH:18][CH:17]=3)=[CH:10][CH:9]=2)[CH2:6][CH2:5][O:4][CH2:3][CH2:2]1.Cl.CN(C(ON1N=NC2C=CC=NC1=2)=[N+](C)C)C.F[P-](F)(F)(F)(F)F.CC[N:52]([CH:56]([CH3:58])[CH3:57])C(C)C.N[C@H:60]([C:67]([O:69][CH3:70])=[O:68])[C:61]1[CH:66]=CC=C[CH:62]=1.Cl. The catalyst is CN(C=O)C.CCOC(C)=O. The product is [CH3:70][O:69][C:67](=[O:68])[CH2:60][C:61]1[CH:66]=[CH:57][C:56]([NH:52][C:20](=[O:21])[C:19]2[CH:23]=[CH:24][C:16]([C:15]#[C:14][C:11]3[CH:10]=[CH:9][C:8]([CH2:7][N:1]4[CH2:6][CH2:5][O:4][CH2:3][CH2:2]4)=[CH:13][CH:12]=3)=[CH:17][CH:18]=2)=[CH:58][CH:62]=1. The yield is 0.970. (6) The reactants are [CH2:1]([C@@H:5]1[NH:10][CH2:9][C@H:8]([CH2:11][CH2:12][CH3:13])[NH:7][C:6]1=[O:14])[CH:2]([CH3:4])[CH3:3].[Cl:15][C:16]1[CH:21]=[CH:20][C:19]([C:22]2[O:26][N:25]=[C:24]([C:27](O)=[O:28])[CH:23]=2)=[CH:18][CH:17]=1.C([C@@H]1N(C(=O)/C=C/C2C=CC=CC=2)C[C@H](CC(C)C)NC1=O)C(C)C. No catalyst specified. The product is [Cl:15][C:16]1[CH:17]=[CH:18][C:19]([C:22]2[O:26][N:25]=[C:24]([C:27]([N:10]3[CH2:9][C@H:8]([CH2:11][CH2:12][CH3:13])[NH:7][C:6](=[O:14])[C@@H:5]3[CH2:1][CH:2]([CH3:4])[CH3:3])=[O:28])[CH:23]=2)=[CH:20][CH:21]=1. The yield is 0.520.